Dataset: Full USPTO retrosynthesis dataset with 1.9M reactions from patents (1976-2016). Task: Predict the reactants needed to synthesize the given product. (1) Given the product [CH:1]([C:4]1[CH:20]=[CH:19][CH:18]=[CH:17][C:5]=1[CH2:6][N:7]1[CH:12]=[CH:11][CH:10]=[C:9]([C:13]([NH:21][C@@H:22]([CH2:30][CH2:31][CH2:32][NH:33][C:34]([NH:36][S:37]([C:40]2[C:41]([CH3:54])=[C:42]3[C:47](=[C:48]([CH3:51])[C:49]=2[CH3:50])[O:46][C:45]([CH3:53])([CH3:52])[CH2:44][CH2:43]3)(=[O:38])=[O:39])=[NH:35])[C:23]([O:25][C:26]([CH3:27])([CH3:28])[CH3:29])=[O:24])=[O:15])[C:8]1=[O:16])([CH3:2])[CH3:3], predict the reactants needed to synthesize it. The reactants are: [CH:1]([C:4]1[CH:20]=[CH:19][CH:18]=[CH:17][C:5]=1[CH2:6][N:7]1[CH:12]=[CH:11][CH:10]=[C:9]([C:13]([OH:15])=O)[C:8]1=[O:16])([CH3:3])[CH3:2].[NH2:21][C@@H:22]([CH2:30][CH2:31][CH2:32][NH:33][C:34]([NH:36][S:37]([C:40]1[C:41]([CH3:54])=[C:42]2[C:47](=[C:48]([CH3:51])[C:49]=1[CH3:50])[O:46][C:45]([CH3:53])([CH3:52])[CH2:44][CH2:43]2)(=[O:39])=[O:38])=[NH:35])[C:23]([O:25][C:26]([CH3:29])([CH3:28])[CH3:27])=[O:24].CN(C(ON1N=NC2C=CC=CC1=2)=[N+](C)C)C.F[P-](F)(F)(F)(F)F.CCN(C(C)C)C(C)C. (2) Given the product [CH3:1][O:2][C:3]([C:5]1[CH:10]=[CH:9][C:8]([C:11]2[CH:16]=[C:15]([O:17][CH3:18])[CH:14]=[CH:13][C:12]=2[F:19])=[C:7]([CH:20]([O:26][CH3:29])[C:21]([CH3:25])([CH3:24])[CH:22]=[CH2:23])[CH:6]=1)=[O:4], predict the reactants needed to synthesize it. The reactants are: [CH3:1][O:2][C:3]([C:5]1[CH:10]=[CH:9][C:8]([C:11]2[CH:16]=[C:15]([O:17][CH3:18])[CH:14]=[CH:13][C:12]=2[F:19])=[C:7]([CH:20]([OH:26])[C:21]([CH3:25])([CH3:24])[CH:22]=[CH2:23])[CH:6]=1)=[O:4].[H-].[Na+].[CH3:29]I.O. (3) Given the product [F:1][C:2]1[CH:30]=[CH:29][C:5]([CH2:6][N:7]2[C:15]3[CH:14]=[CH:13][CH:12]=[CH:11][C:10]=3[C:9]3[CH2:16][CH:17]4[CH2:20][N:21]([CH2:22][CH2:23][C:24]([O:26][CH2:27][CH3:28])=[O:25])[C:36](=[O:37])[N:18]4[CH2:19][C:8]2=3)=[CH:4][CH:3]=1, predict the reactants needed to synthesize it. The reactants are: [F:1][C:2]1[CH:30]=[CH:29][C:5]([CH2:6][N:7]2[C:15]3[C:10](=[CH:11][CH:12]=[CH:13][CH:14]=3)[C:9]3[CH2:16][CH:17]([CH2:20][NH:21][CH2:22][CH2:23][C:24]([O:26][CH2:27][CH3:28])=[O:25])[NH:18][CH2:19][C:8]2=3)=[CH:4][CH:3]=1.C1N=CN([C:36](N2C=NC=C2)=[O:37])C=1.C(N(CC)C(C)C)(C)C. (4) The reactants are: [Cl:1][C:2]1[CH:3]=[CH:4][C:5]([O:39][CH:40]([F:42])[F:41])=[C:6]([C:8]2[C:12]([NH:13][C:14]([C:16]3[CH:17]=[N:18][N:19]4[CH:24]=[CH:23][CH:22]=[N:21][C:20]=34)=[O:15])=[CH:11][N:10]([CH2:25][C:26]([N:28]3[CH2:33][CH2:32][CH:31]([NH:34][CH2:35][CH2:36][C:37]#[N:38])[CH2:30][CH2:29]3)=[O:27])[N:9]=2)[CH:7]=1.C=O.[C:45](O[BH-](OC(=O)C)OC(=O)C)(=O)C.[Na+]. Given the product [Cl:1][C:2]1[CH:3]=[CH:4][C:5]([O:39][CH:40]([F:41])[F:42])=[C:6]([C:8]2[C:12]([NH:13][C:14]([C:16]3[CH:17]=[N:18][N:19]4[CH:24]=[CH:23][CH:22]=[N:21][C:20]=34)=[O:15])=[CH:11][N:10]([CH2:25][C:26]([N:28]3[CH2:29][CH2:30][CH:31]([N:34]([CH2:35][CH2:36][C:37]#[N:38])[CH3:45])[CH2:32][CH2:33]3)=[O:27])[N:9]=2)[CH:7]=1, predict the reactants needed to synthesize it. (5) The reactants are: [CH:1]([C:3]1[CH:10]=[CH:9][C:6]([C:7]#[N:8])=[CH:5][C:4]=1[O:11][CH3:12])=O.[O:13]=[C:14]([CH3:23])[CH2:15][C:16]([O:18][CH2:19][CH2:20][C:21]#[N:22])=[O:17].C(O)(=O)C.N1CCCCC1. Given the product [C:7]([C:6]1[CH:9]=[CH:10][C:3]([CH:1]=[C:15]([C:14](=[O:13])[CH3:23])[C:16]([O:18][CH2:19][CH2:20][C:21]#[N:22])=[O:17])=[C:4]([O:11][CH3:12])[CH:5]=1)#[N:8], predict the reactants needed to synthesize it. (6) The reactants are: [CH3:1][C:2]1[CH:3](/[CH:10]=[CH:11]/[C:12](=[O:15])[CH2:13][CH3:14])[C:4]([CH3:9])([CH3:8])[CH2:5][CH2:6][CH:7]=1.[C:16]([O-:20])(=[O:19])[CH2:17][SH:18].[NH4+]. Given the product [O:15]=[C:12]([CH2:13][CH3:14])[CH2:11][CH:10]([S:18][CH2:17][C:16]([OH:20])=[O:19])[CH:3]1[C:4]([CH3:8])([CH3:9])[CH2:5][CH2:6][CH:7]=[C:2]1[CH3:1], predict the reactants needed to synthesize it. (7) Given the product [F:17][C:18]([F:31])([F:30])[S:19]([O:8][C:5]1[CH:6]=[CH:7][N:2]=[C:3]2[NH:16][C:10]3[C:9]([C:4]=12)=[CH:14][C:13]([O:15][S:19]([C:18]([F:17])([F:30])[F:31])(=[O:20])=[O:21])=[N:12][CH:11]=3)(=[O:20])=[O:32], predict the reactants needed to synthesize it. The reactants are: Cl.[N:2]1[CH:7]=[CH:6][C:5]([OH:8])=[C:4]2[C:9]3[C:10]([NH:16][C:3]=12)=[CH:11][N:12]=[C:13]([OH:15])[CH:14]=3.[F:17][C:18]([F:31])([F:30])[S:19](O[S:19]([C:18]([F:31])([F:30])[F:17])(=[O:21])=[O:20])(=[O:21])=[O:20].[OH2:32].[Cl-].[Na+].